Predict the reaction yield, written as a fraction of the theoretical maximum amount of product (1.0 means a 100% yield; for example, 0.34 means a 34% yield). From a dataset of Reaction yield outcomes from USPTO patents with 853,638 reactions. (1) The reactants are [C:1]([N:4]1[CH2:9][CH2:8][N:7]([C:10]2[CH:11]=[C:12]([CH3:27])[C:13]3[N:17]=[C:16]([C:18]4[C:19](=[O:25])[NH:20][CH:21]=[CH:22][C:23]=4Cl)[NH:15][C:14]=3[CH:26]=2)[CH2:6][CH2:5]1)(=[O:3])[CH3:2].[NH2:28][C@@H:29]([CH2:32][C:33]1[CH:38]=[CH:37][CH:36]=[CH:35][CH:34]=1)[CH2:30][OH:31].CN1CCOCC1. The catalyst is CN(C=O)C. The product is [C:1]([N:4]1[CH2:9][CH2:8][N:7]([C:10]2[CH:11]=[C:12]([CH3:27])[C:13]3[N:17]=[C:16]([C:18]4[C:19](=[O:25])[NH:20][CH:21]=[CH:22][C:23]=4[NH:28][C@H:29]([CH2:30][OH:31])[CH2:32][C:33]4[CH:34]=[CH:35][CH:36]=[CH:37][CH:38]=4)[NH:15][C:14]=3[CH:26]=2)[CH2:6][CH2:5]1)(=[O:3])[CH3:2]. The yield is 0.690. (2) The product is [CH3:13][NH:14][CH2:2][CH2:3][CH2:4][O:5][C:6]1[C:7]([CH3:12])=[N:8][CH:9]=[CH:10][CH:11]=1. The catalyst is CO. The reactants are Cl[CH2:2][CH2:3][CH2:4][O:5][C:6]1[C:7]([CH3:12])=[N:8][CH:9]=[CH:10][CH:11]=1.[CH3:13][NH2:14]. The yield is 0.610. (3) The reactants are C([C:3]1[CH:19]=[CH:18][C:6]([O:7][C:8]2[CH:9]=[CH:10][C:11]3[B:15]([OH:16])[O:14][CH2:13][C:12]=3[CH:17]=2)=[CH:5][CH:4]=1)#N.[N-:20]=[N+:21]=[N-:22].[Na+].[Cl-].[NH4+].O.[CH3:27][N:28](C)C=O. No catalyst specified. The product is [OH:16][B:15]1[C:11]2[CH:10]=[CH:9][C:8]([O:7][C:6]3[CH:5]=[CH:4][C:3]([N:20]4[CH:27]=[N:28][N:22]=[N:21]4)=[CH:19][CH:18]=3)=[CH:17][C:12]=2[CH2:13][O:14]1. The yield is 0.230.